From a dataset of Forward reaction prediction with 1.9M reactions from USPTO patents (1976-2016). Predict the product of the given reaction. (1) Given the reactants [Cl:1][C:2]1[CH:14]=[CH:13][C:5]([C:6](SCC(O)=O)=[S:7])=[CH:4][CH:3]=1.O.[NH2:16][NH2:17].C(O)(=O)C, predict the reaction product. The product is: [Cl:1][C:2]1[CH:14]=[CH:13][C:5]([C:6]([NH:16][NH2:17])=[S:7])=[CH:4][CH:3]=1. (2) Given the reactants [NH:1]1[C:5]([C:6]2[CH:11]=[CH:10][CH:9]=[CH:8][C:7]=2B(O)O)=[N:4][N:3]=[N:2]1.Br[C:16]1[CH:17]=[C:18]([CH:37]([C:40]2[CH:45]=[CH:44][CH:43]=[CH:42][CH:41]=2)[CH:38]=[CH2:39])[C:19]([O:33][CH2:34][CH2:35][CH3:36])=[C:20]([NH:22][C:23]([NH:25][C:26]2[CH:31]=[CH:30][C:29]([CH3:32])=[CH:28][CH:27]=2)=[O:24])[CH:21]=1.C(=O)([O-])[O-].[K+].[K+].CC(O)=O, predict the reaction product. The product is: [C:40]1([CH:37]([C:18]2[C:19]([O:33][CH2:34][CH2:35][CH3:36])=[C:20]([NH:22][C:23]([NH:25][C:26]3[CH:27]=[CH:28][C:29]([CH3:32])=[CH:30][CH:31]=3)=[O:24])[CH:21]=[C:16]([C:7]3[CH:8]=[CH:9][CH:10]=[CH:11][C:6]=3[C:5]3[NH:4][N:3]=[N:2][N:1]=3)[CH:17]=2)[CH:38]=[CH2:39])[CH:41]=[CH:42][CH:43]=[CH:44][CH:45]=1. (3) Given the reactants [C:14]1(P([C:14]2[CH:19]=[CH:18][CH:17]=[CH:16][CH:15]=2)[C:14]2[CH:19]=[CH:18][CH:17]=[CH:16][CH:15]=2)[CH:19]=[CH:18][CH:17]=[CH:16][CH:15]=1.[Br:20][C:21]1[CH:22]=[CH:23][C:24](I)=[C:25]([CH3:27])[CH:26]=1.B(O)O.[OH2:32], predict the reaction product. The product is: [C:25]([O:32][C:14]1[CH:15]=[CH:16][CH:17]=[C:18]([C:24]2[CH:23]=[CH:22][C:21]([Br:20])=[CH:26][C:25]=2[CH3:27])[CH:19]=1)([CH3:27])([CH3:26])[CH3:24]. (4) Given the reactants [OH-].[Na+].[CH2:3]([NH:10][C:11](=[O:40])[N:12]([C:14]1[CH:15]=[C:16]([C:20]2[CH:25]=[CH:24][C:23]([CH2:26][CH2:27][C:28]([O:30]C)=[O:29])=[CH:22][C:21]=2[O:32][CH2:33][CH2:34][CH2:35][C:36]([F:39])([F:38])[F:37])[CH:17]=[CH:18][CH:19]=1)[CH3:13])[CH2:4][CH2:5][CH2:6][CH2:7][CH2:8][CH3:9], predict the reaction product. The product is: [CH2:3]([NH:10][C:11](=[O:40])[N:12]([C:14]1[CH:15]=[C:16]([C:20]2[CH:25]=[CH:24][C:23]([CH2:26][CH2:27][C:28]([OH:30])=[O:29])=[CH:22][C:21]=2[O:32][CH2:33][CH2:34][CH2:35][C:36]([F:38])([F:39])[F:37])[CH:17]=[CH:18][CH:19]=1)[CH3:13])[CH2:4][CH2:5][CH2:6][CH2:7][CH2:8][CH3:9].